Dataset: Reaction yield outcomes from USPTO patents with 853,638 reactions. Task: Predict the reaction yield, written as a fraction of the theoretical maximum amount of product (1.0 means a 100% yield; for example, 0.34 means a 34% yield). (1) The product is [CH2:11]([NH:21][CH2:29][CH:30]=[O:31])[CH2:12][CH2:13][CH2:14][CH2:15][CH2:16][CH2:17][CH2:18][CH2:19][CH3:20]. The catalyst is C(Cl)Cl. The reactants are C(Cl)(=O)C(Cl)=O.CS(C)=O.[CH2:11]([N:21]([CH2:29][CH2:30][OH:31])C(=O)OC(C)(C)C)[CH2:12][CH2:13][CH2:14][CH2:15][CH2:16][CH2:17][CH2:18][CH2:19][CH3:20].C(N(CC)CC)C. The yield is 0.923. (2) The reactants are [Br:1][C:2]1[CH:3]=[C:4]2[C:8](=[CH:9][CH:10]=1)[NH:7][N:6]=[C:5]2[CH3:11].[H-].[Na+].Cl[CH2:15][O:16][CH2:17][C:18]1[CH:23]=[CH:22][CH:21]=[CH:20][CH:19]=1. The catalyst is CN(C=O)C. The yield is 0.500. The product is [CH2:17]([O:16][CH2:15][N:7]1[C:8]2[C:4](=[CH:3][C:2]([Br:1])=[CH:10][CH:9]=2)[C:5]([CH3:11])=[N:6]1)[C:18]1[CH:23]=[CH:22][CH:21]=[CH:20][CH:19]=1. (3) The reactants are C1(C(C2C=CC=CC=2)(C2C=CC=CC=2)[N:8]2[N:12]=[C:11]([C:13]3[CH:18]=[CH:17][CH:16]=[CH:15][C:14]=3[C:19]3[CH:24]=[CH:23][C:22]([CH2:25][N:26]([C:33]4[CH:34]=[C:35]([CH:41]=[CH:42][CH:43]=4)[C:36]([O:38]CC)=[O:37])[C:27](=[O:32])[CH2:28][CH2:29][CH2:30][CH3:31])=[CH:21][CH:20]=3)[N:10]=[N:9]2)C=CC=CC=1.[OH-].[Li+]. The catalyst is C(O)(=O)C.O.O1CCOCC1.O. The product is [NH:10]1[C:11]([C:13]2[CH:18]=[CH:17][CH:16]=[CH:15][C:14]=2[C:19]2[CH:20]=[CH:21][C:22]([CH2:25][N:26]([C:33]3[CH:34]=[C:35]([CH:41]=[CH:42][CH:43]=3)[C:36]([OH:38])=[O:37])[C:27](=[O:32])[CH2:28][CH2:29][CH2:30][CH3:31])=[CH:23][CH:24]=2)=[N:12][N:8]=[N:9]1. The yield is 0.880. (4) The reactants are [CH2:1]([O:3][C:4](=[O:18])[CH2:5][N:6]([CH3:17])[C:7]1[CH:16]=[CH:15][CH:14]=[C:13]2[C:8]=1[CH2:9][CH2:10][NH:11][CH2:12]2)[CH3:2].C([O-])([O-])=O.[K+].[K+].Br[CH2:26][CH:27]1[CH2:29][CH2:28]1.O. The catalyst is CN(C=O)C. The product is [CH2:1]([O:3][C:4](=[O:18])[CH2:5][N:6]([C:7]1[CH:16]=[CH:15][CH:14]=[C:13]2[C:8]=1[CH2:9][CH2:10][N:11]([CH2:26][CH:27]1[CH2:29][CH2:28]1)[CH2:12]2)[CH3:17])[CH3:2]. The yield is 0.910. (5) The reactants are [CH2:1]([O:3][P:4]([CH2:9][C:10]([O:12][C:13]([CH3:16])([CH3:15])[CH3:14])=[O:11])([O:6][CH2:7][CH3:8])=[O:5])[CH3:2].[H-].[Na+].Br[CH2:20][C:21]1[N:22]=[CH:23][S:24][CH:25]=1. The catalyst is CN(C)C=O.C1(C)C=CC=CC=1. The product is [CH2:7]([O:6][P:4]([CH:9]([CH2:20][C:21]1[N:22]=[CH:23][S:24][CH:25]=1)[C:10]([O:12][C:13]([CH3:14])([CH3:16])[CH3:15])=[O:11])([O:3][CH2:1][CH3:2])=[O:5])[CH3:8]. The yield is 0.350. (6) The reactants are CO[C:3]1[CH2:4][CH2:5][CH:6]([C:8]([O:10][CH3:11])=[O:9])[N:7]=1.[N-:12]=[N+:13]=[N-:14].[Na+].C(=O)([O-])[O-].[K+].[K+]. The catalyst is C(O)(=O)C.C(OCC)C. The product is [N:12]1[N:13]=[N:14][N:7]2[CH:6]([C:8]([O:10][CH3:11])=[O:9])[CH2:5][CH2:4][C:3]=12. The yield is 0.310. (7) The catalyst is C1(C)C=CC=CC=1.C1C=CC(/C=C/C(/C=C/C2C=CC=CC=2)=O)=CC=1.C1C=CC(/C=C/C(/C=C/C2C=CC=CC=2)=O)=CC=1.C1C=CC(/C=C/C(/C=C/C2C=CC=CC=2)=O)=CC=1.[Pd].[Pd]. The reactants are [Cl:1][C:2]1[CH:18]=[CH:17][C:5]2[CH2:6][CH2:7][N:8]([C:11](=[O:16])[C:12]([F:15])([F:14])[F:13])[CH2:9][CH2:10][C:4]=2[C:3]=1OS(C(F)(F)F)(=O)=O.[CH3:27][C:28]([CH3:43])([CH3:42])[CH2:29][S:30]([CH2:33][C:34]1[CH:41]=[CH:40][C:37]([CH2:38][NH2:39])=[CH:36][CH:35]=1)(=[O:32])=[O:31].C1C=CC(P(C2C(C3C(P(C4C=CC=CC=4)C4C=CC=CC=4)=CC=C4C=3C=CC=C4)=C3C(C=CC=C3)=CC=2)C2C=CC=CC=2)=CC=1.C(=O)([O-])[O-].[Cs+].[Cs+]. The product is [Cl:1][C:2]1[CH:18]=[CH:17][C:5]2[CH2:6][CH2:7][N:8]([C:11](=[O:16])[C:12]([F:14])([F:13])[F:15])[CH2:9][CH2:10][C:4]=2[C:3]=1[NH:39][CH2:38][C:37]1[CH:36]=[CH:35][C:34]([CH2:33][S:30]([CH2:29][C:28]([CH3:43])([CH3:42])[CH3:27])(=[O:32])=[O:31])=[CH:41][CH:40]=1. The yield is 0.770. (8) The reactants are Cl.[CH3:2][N:3]([CH3:35])[C:4]([C:6]1[CH:7]=[C:8]2[C:13](=[C:14]([CH:16]3[CH2:20][CH2:19][CH2:18][N:17]3C(OC(C)(C)C)=O)[CH:15]=1)[O:12][C:11]([N:28]1[CH2:33][CH2:32][O:31][CH2:30][CH2:29]1)=[CH:10][C:9]2=[O:34])=[O:5]. The catalyst is C(Cl)Cl. The product is [CH3:2][N:3]([CH3:35])[C:4]([C:6]1[CH:7]=[C:8]2[C:13](=[C:14]([CH:16]3[CH2:20][CH2:19][CH2:18][NH:17]3)[CH:15]=1)[O:12][C:11]([N:28]1[CH2:33][CH2:32][O:31][CH2:30][CH2:29]1)=[CH:10][C:9]2=[O:34])=[O:5]. The yield is 1.01. (9) The reactants are [CH2:1]([C:5]1[O:6][C:7]2[CH:13]=[CH:12][CH:11]=[CH:10][C:8]=2[CH:9]=1)[CH2:2][CH2:3][CH3:4].[Br:14][C:15]1[CH:23]=[CH:22][C:18]([C:19](Cl)=[O:20])=[CH:17][CH:16]=1.[Al+3].[Cl-].[Cl-].[Cl-]. The catalyst is ClCCl. The product is [Br:14][C:15]1[CH:23]=[CH:22][C:18]([C:19]([C:9]2[C:8]3[CH:10]=[CH:11][CH:12]=[CH:13][C:7]=3[O:6][C:5]=2[CH2:1][CH2:2][CH2:3][CH3:4])=[O:20])=[CH:17][CH:16]=1. The yield is 0.360. (10) The reactants are C([SiH2][O:6][C:7](C)(C)[C:8]1[CH:38]=[CH:37][C:11]2[N:12]=[C:13]([NH:15][C:16](=[O:36])[CH:17]([C:26]3[CH:31]=[CH:30][C:29]([S:32]([CH3:35])(=[O:34])=[O:33])=[CH:28][CH:27]=3)[CH2:18][C:19]3[CH:24]=[CH:23][C:22]([F:25])=[CH:21][CH:20]=3)[O:14][C:10]=2[CH:9]=1)(C)(C)C.CCCC[N+](CCCC)(CCCC)CCCC.[F-]. The catalyst is C1COCC1. The product is [F:25][C:22]1[CH:23]=[CH:24][C:19]([CH2:18][CH:17]([C:26]2[CH:27]=[CH:28][C:29]([S:32]([CH3:35])(=[O:33])=[O:34])=[CH:30][CH:31]=2)[C:16]([NH:15][C:13]2[O:14][C:10]3[CH:9]=[C:8]([CH2:7][OH:6])[CH:38]=[CH:37][C:11]=3[N:12]=2)=[O:36])=[CH:20][CH:21]=1. The yield is 0.650.